Dataset: Catalyst prediction with 721,799 reactions and 888 catalyst types from USPTO. Task: Predict which catalyst facilitates the given reaction. (1) Reactant: [CH2:1]([O:8][C:9]1[CH:32]=[CH:31][C:12]([O:13][Si:14]([C:27]([CH3:30])([CH3:29])[CH3:28])([C:21]2[CH:26]=[CH:25][CH:24]=[CH:23][CH:22]=2)[C:15]2[CH:20]=[CH:19][CH:18]=[CH:17][CH:16]=2)=[CH:11][CH:10]=1)[C:2]1[CH:7]=CC=CC=1.C1CCCCC=1.C([OH:41])C. Product: [C:27]([Si:14]([O:13][C:12]1[CH:11]=[CH:10][C:9]([O:8][CH2:1][CH:2]2[CH2:7][O:41]2)=[CH:32][CH:31]=1)([C:21]1[CH:22]=[CH:23][CH:24]=[CH:25][CH:26]=1)[C:15]1[CH:20]=[CH:19][CH:18]=[CH:17][CH:16]=1)([CH3:28])([CH3:30])[CH3:29]. The catalyst class is: 45. (2) Reactant: Cl.[CH3:2][C@@H:3]1[CH2:8][NH:7][CH2:6][C@@H:5]([CH3:9])[NH:4]1.[CH3:10][O:11][C:12]1[CH:13]=[C:14]([S:20](Cl)(=[O:22])=[O:21])[CH:15]=[CH:16][C:17]=1[O:18][CH3:19]. Product: [CH3:10][O:11][C:12]1[CH:13]=[C:14]([S:20]([N:4]2[C@H:5]([CH3:9])[CH2:6][N:7]([S:20]([C:14]3[CH:15]=[CH:16][C:17]([O:18][CH3:19])=[C:12]([O:11][CH3:10])[CH:13]=3)(=[O:22])=[O:21])[CH2:8][C@H:3]2[CH3:2])(=[O:22])=[O:21])[CH:15]=[CH:16][C:17]=1[O:18][CH3:19]. The catalyst class is: 17. (3) Reactant: [F:1][C:2]1([F:18])[CH2:6][N:5](C(OC(C)(C)C)=O)[C@@H:4]([C:14]([O:16][CH3:17])=[O:15])[CH2:3]1.FC(F)(F)C(O)=O. Product: [F:18][C:2]1([F:1])[CH2:6][NH:5][C@@H:4]([C:14]([O:16][CH3:17])=[O:15])[CH2:3]1. The catalyst class is: 4. (4) Reactant: [C:1]([NH:4][C:5]1[N:13]=[C:12]2[C:8]([N:9]=[CH:10][N:11]2[CH:14]2[CH:18]([O:19][C:20](=[O:27])[C:21]3[CH:26]=[CH:25][CH:24]=[CH:23][CH:22]=3)[CH2:17][CH:16]([CH:28]=[CH:29][P:30]([O:35]CC)([O:32]CC)=[O:31])[O:15]2)=[C:7]([O:38]C(=O)N(C2C=CC=CC=2)C2C=CC=CC=2)[N:6]=1)(=[O:3])[CH3:2].N1C(C)=CC=CC=1C.Br[Si](C)(C)C. Product: [C:1]([NH:4][C:5]1[NH:6][C:7](=[O:38])[C:8]2[N:9]=[CH:10][N:11]([CH:14]3[CH:18]([O:19][C:20](=[O:27])[C:21]4[CH:26]=[CH:25][CH:24]=[CH:23][CH:22]=4)[CH2:17][CH:16]([CH:28]=[CH:29][P:30]([OH:35])([OH:32])=[O:31])[O:15]3)[C:12]=2[N:13]=1)(=[O:3])[CH3:2]. The catalyst class is: 23.